Dataset: Forward reaction prediction with 1.9M reactions from USPTO patents (1976-2016). Task: Predict the product of the given reaction. (1) Given the reactants C(OC([N:11]1[CH2:16][CH2:15][CH:14]([C:17](=[O:34])[NH:18][C:19]2[CH:24]=[C:23]([C:25]3[CH:30]=[CH:29][C:28]([F:31])=[CH:27][C:26]=3[O:32][CH3:33])[N:22]=[CH:21][N:20]=2)[CH2:13][CH2:12]1)=O)C1C=CC=CC=1, predict the reaction product. The product is: [F:31][C:28]1[CH:29]=[CH:30][C:25]([C:23]2[N:22]=[CH:21][N:20]=[C:19]([NH:18][C:17]([CH:14]3[CH2:15][CH2:16][NH:11][CH2:12][CH2:13]3)=[O:34])[CH:24]=2)=[C:26]([O:32][CH3:33])[CH:27]=1. (2) Given the reactants [NH:1]1[C:9]2[C:4](=[C:5]([C:10]3[N:11]=[C:12]([N:26]4[CH2:31][CH2:30][O:29][CH2:28][CH2:27]4)[C:13]4[S:18][C:17]([CH2:19][N:20]5[CH2:25][CH2:24][NH:23][CH2:22][CH2:21]5)=[CH:16][C:14]=4[N:15]=3)[CH:6]=[CH:7][CH:8]=2)[CH:3]=[N:2]1.[O:32]1[CH:34]([CH2:35][O:36][C:37]2[CH:42]=[CH:41][CH:40]=[CH:39][CH:38]=2)[CH2:33]1, predict the reaction product. The product is: [NH:1]1[C:9]2[C:4](=[C:5]([C:10]3[N:11]=[C:12]([N:26]4[CH2:27][CH2:28][O:29][CH2:30][CH2:31]4)[C:13]4[S:18][C:17]([CH2:19][N:20]5[CH2:21][CH2:22][N:23]([CH2:33][CH:34]([OH:32])[CH2:35][O:36][C:37]6[CH:42]=[CH:41][CH:40]=[CH:39][CH:38]=6)[CH2:24][CH2:25]5)=[CH:16][C:14]=4[N:15]=3)[CH:6]=[CH:7][CH:8]=2)[CH:3]=[N:2]1. (3) Given the reactants [C:1]([C:5]1[N:10]=[C:9]([C:11](O)=[O:12])[CH:8]=[C:7]([C:14]2[N:15]([CH2:27][CH:28]3[CH2:33][CH2:32][CH2:31][CH2:30][CH2:29]3)[C:16]([CH3:26])=[C:17]([C:19](=[O:25])[NH:20][CH:21]3[CH2:24][O:23][CH2:22]3)[CH:18]=2)[CH:6]=1)([CH3:4])([CH3:3])[CH3:2].[C:34]([NH2:38])([CH3:37])([CH3:36])[CH3:35].CN(C(ON1N=NC2C=CC=NC1=2)=[N+](C)C)C.F[P-](F)(F)(F)(F)F.CCN(C(C)C)C(C)C, predict the reaction product. The product is: [C:34]([NH:38][C:11](=[O:12])[C:9]1[CH:8]=[C:7]([C:14]2[N:15]([CH2:27][CH:28]3[CH2:29][CH2:30][CH2:31][CH2:32][CH2:33]3)[C:16]([CH3:26])=[C:17]([C:19](=[O:25])[NH:20][CH:21]3[CH2:24][O:23][CH2:22]3)[CH:18]=2)[CH:6]=[C:5]([C:1]([CH3:3])([CH3:4])[CH3:2])[N:10]=1)([CH3:37])([CH3:36])[CH3:35].